Task: Regression. Given a peptide amino acid sequence and an MHC pseudo amino acid sequence, predict their binding affinity value. This is MHC class I binding data.. Dataset: Peptide-MHC class I binding affinity with 185,985 pairs from IEDB/IMGT (1) The peptide sequence is KIFLHFSIL. The MHC is HLA-A69:01 with pseudo-sequence HLA-A69:01. The binding affinity (normalized) is 0.0847. (2) The peptide sequence is VCHTTVPW. The MHC is Mamu-B52 with pseudo-sequence Mamu-B52. The binding affinity (normalized) is 0.414. (3) The binding affinity (normalized) is 0.269. The MHC is Mamu-B03 with pseudo-sequence Mamu-B03. The peptide sequence is CRRPGNKTV. (4) The peptide sequence is ETQTGMHAH. The MHC is HLA-A01:01 with pseudo-sequence HLA-A01:01. The binding affinity (normalized) is 0.0847. (5) The peptide sequence is YSHYSHNPK. The MHC is HLA-B57:01 with pseudo-sequence HLA-B57:01. The binding affinity (normalized) is 0.0847. (6) The peptide sequence is YASALVLLI. The binding affinity (normalized) is 0.762. The MHC is HLA-A02:01 with pseudo-sequence HLA-A02:01.